Predict the product of the given reaction. From a dataset of Forward reaction prediction with 1.9M reactions from USPTO patents (1976-2016). (1) Given the reactants [C:1]1([C:23]2[CH:28]=[CH:27][CH:26]=[CH:25][CH:24]=2)[CH:6]=[CH:5][C:4]([NH:7][C:8]2[CH:20]=[CH:19][C:18]3[C:17]4[C:12](=[CH:13][CH:14]=[CH:15][CH:16]=4)[C:11]([CH3:22])([CH3:21])[C:10]=3[CH:9]=2)=[CH:3][CH:2]=1.[Br:29][C:30]1[CH:35]=[CH:34][C:33]([C:36]2[CH:41]=[CH:40][C:39](Br)=[CH:38][CH:37]=2)=[CH:32][CH:31]=1.CC(C)([O-])C.[Na+], predict the reaction product. The product is: [C:1]1([C:23]2[CH:24]=[CH:25][CH:26]=[CH:27][CH:28]=2)[CH:6]=[CH:5][C:4]([N:7]([C:39]2[CH:38]=[CH:37][C:36]([C:33]3[CH:32]=[CH:31][C:30]([Br:29])=[CH:35][CH:34]=3)=[CH:41][CH:40]=2)[C:8]2[CH:20]=[CH:19][C:18]3[C:17]4[C:12](=[CH:13][CH:14]=[CH:15][CH:16]=4)[C:11]([CH3:22])([CH3:21])[C:10]=3[CH:9]=2)=[CH:3][CH:2]=1. (2) Given the reactants [N:1]1([CH:10]([C:15]2[CH:20]=[CH:19][CH:18]=[CH:17][CH:16]=2)[CH:11]([OH:14])[CH2:12][OH:13])[C:9]2[C:4](=[CH:5][CH:6]=[CH:7][CH:8]=2)[CH:3]=[CH:2]1.[N+:21]([C:24]1[CH:32]=[CH:31][C:27]([C:28](Cl)=[O:29])=[CH:26][CH:25]=1)([O-:23])=[O:22], predict the reaction product. The product is: [OH:14][CH:11]([CH:10]([N:1]1[C:9]2[C:4](=[CH:5][CH:6]=[CH:7][CH:8]=2)[CH:3]=[CH:2]1)[C:15]1[CH:20]=[CH:19][CH:18]=[CH:17][CH:16]=1)[CH2:12][O:13][C:28](=[O:29])[C:27]1[CH:26]=[CH:25][C:24]([N+:21]([O-:23])=[O:22])=[CH:32][CH:31]=1. (3) Given the reactants Br[C:2]1[CH:3]=[C:4]([C:12]2[N:13]=[C:14]([CH:18]3[CH2:23][CH2:22][N:21]([C:24](=[O:35])[CH2:25][N:26]4[C:30]5=[N:31][CH:32]=[CH:33][CH:34]=[C:29]5[N:28]=[CH:27]4)[CH2:20][CH2:19]3)[S:15][C:16]=2[Cl:17])[CH:5]=[C:6]([C:8]([CH3:11])([CH3:10])[CH3:9])[CH:7]=1.P([O-])([O-])([O-])=O.[K+].[K+].[K+].[CH:44]1(B(O)O)[CH2:46][CH2:45]1.CCOC(C)=O, predict the reaction product. The product is: [C:8]([C:6]1[CH:5]=[C:4]([C:12]2[N:13]=[C:14]([CH:18]3[CH2:23][CH2:22][N:21]([C:24](=[O:35])[CH2:25][N:26]4[C:30]5=[N:31][CH:32]=[CH:33][CH:34]=[C:29]5[N:28]=[CH:27]4)[CH2:20][CH2:19]3)[S:15][C:16]=2[Cl:17])[CH:3]=[C:2]([CH:44]2[CH2:46][CH2:45]2)[CH:7]=1)([CH3:11])([CH3:10])[CH3:9]. (4) The product is: [CH2:1]([O:8][C:9]1[C:13]2[CH:14]=[C:15]([CH2:18][OH:19])[CH:16]=[CH:17][C:12]=2[O:11][N:10]=1)[C:2]1[CH:3]=[CH:4][CH:5]=[CH:6][CH:7]=1. Given the reactants [CH2:1]([O:8][C:9]1[C:13]2[CH:14]=[C:15]([C:18](OC)=[O:19])[CH:16]=[CH:17][C:12]=2[O:11][N:10]=1)[C:2]1[CH:7]=[CH:6][CH:5]=[CH:4][CH:3]=1.[BH4-].[Na+].[Li+].[Cl-].O, predict the reaction product. (5) Given the reactants [CH3:1][O:2][C:3]1[CH:4]=[C:5]([CH2:11][CH:12]([NH2:17])[C:13]([F:16])([F:15])[F:14])[CH:6]=[CH:7][C:8]=1[O:9][CH3:10].[CH:18](OCC)=[O:19], predict the reaction product. The product is: [CH3:1][O:2][C:3]1[CH:4]=[C:5]([CH2:11][CH:12]([NH:17][CH:18]=[O:19])[C:13]([F:15])([F:16])[F:14])[CH:6]=[CH:7][C:8]=1[O:9][CH3:10].